Dataset: NCI-60 drug combinations with 297,098 pairs across 59 cell lines. Task: Regression. Given two drug SMILES strings and cell line genomic features, predict the synergy score measuring deviation from expected non-interaction effect. (1) Drug 1: C1C(C(OC1N2C=NC3=C(N=C(N=C32)Cl)N)CO)O. Drug 2: C1C(C(OC1N2C=NC3=C2NC=NCC3O)CO)O. Cell line: UO-31. Synergy scores: CSS=46.4, Synergy_ZIP=-0.759, Synergy_Bliss=-1.43, Synergy_Loewe=-20.5, Synergy_HSA=-1.85. (2) Drug 1: CNC(=O)C1=NC=CC(=C1)OC2=CC=C(C=C2)NC(=O)NC3=CC(=C(C=C3)Cl)C(F)(F)F. Drug 2: CC12CCC3C(C1CCC2OP(=O)(O)O)CCC4=C3C=CC(=C4)OC(=O)N(CCCl)CCCl.[Na+]. Cell line: SNB-75. Synergy scores: CSS=0.437, Synergy_ZIP=-0.909, Synergy_Bliss=-2.16, Synergy_Loewe=-1.11, Synergy_HSA=-1.64. (3) Drug 1: C1CC(C1)(C(=O)O)C(=O)O.[NH2-].[NH2-].[Pt+2]. Drug 2: CC1=C(N=C(N=C1N)C(CC(=O)N)NCC(C(=O)N)N)C(=O)NC(C(C2=CN=CN2)OC3C(C(C(C(O3)CO)O)O)OC4C(C(C(C(O4)CO)O)OC(=O)N)O)C(=O)NC(C)C(C(C)C(=O)NC(C(C)O)C(=O)NCCC5=NC(=CS5)C6=NC(=CS6)C(=O)NCCC[S+](C)C)O. Cell line: SF-295. Synergy scores: CSS=47.4, Synergy_ZIP=-1.37, Synergy_Bliss=-0.824, Synergy_Loewe=-12.1, Synergy_HSA=3.24. (4) Drug 1: C1CN1P(=S)(N2CC2)N3CC3. Drug 2: C#CCC(CC1=CN=C2C(=N1)C(=NC(=N2)N)N)C3=CC=C(C=C3)C(=O)NC(CCC(=O)O)C(=O)O. Cell line: UACC-257. Synergy scores: CSS=58.4, Synergy_ZIP=5.62, Synergy_Bliss=0.366, Synergy_Loewe=-25.4, Synergy_HSA=-0.556. (5) Drug 1: C1CC(=O)NC(=O)C1N2CC3=C(C2=O)C=CC=C3N. Drug 2: CC(C1=C(C=CC(=C1Cl)F)Cl)OC2=C(N=CC(=C2)C3=CN(N=C3)C4CCNCC4)N. Cell line: SNB-19. Synergy scores: CSS=3.73, Synergy_ZIP=-3.02, Synergy_Bliss=-3.87, Synergy_Loewe=-2.95, Synergy_HSA=-2.66.